Dataset: Full USPTO retrosynthesis dataset with 1.9M reactions from patents (1976-2016). Task: Predict the reactants needed to synthesize the given product. (1) Given the product [F:23][C:21]1[CH:22]=[C:17]([N:15]2[CH:16]=[C:12]([CH2:10][OH:9])[N:13]=[N:14]2)[CH:18]=[C:19]([F:30])[C:20]=1[N:24]1[CH2:29][CH2:28][S:27][CH2:26][CH2:25]1, predict the reactants needed to synthesize it. The reactants are: [H-].[Al+3].[Li+].[H-].[H-].[H-].C([O:9][C:10]([C:12]1[N:13]=[N:14][N:15]([C:17]2[CH:22]=[C:21]([F:23])[C:20]([N:24]3[CH2:29][CH2:28][S:27][CH2:26][CH2:25]3)=[C:19]([F:30])[CH:18]=2)[CH:16]=1)=O)C. (2) Given the product [CH2:2]([O:4][C:5](=[O:9])[CH2:6][N:7]([C:20](=[O:19])[C:21](=[O:22])[CH2:23][C:24]([N:26]([CH3:28])[CH3:27])=[O:25])[CH3:8])[CH3:3], predict the reactants needed to synthesize it. The reactants are: Cl.[CH2:2]([O:4][C:5](=[O:9])[CH2:6][NH:7][CH3:8])[CH3:3].C(N(CC)CC)C.CC1(C)[O:22]/[C:21](=[CH:23]\[C:24]([N:26]([CH3:28])[CH3:27])=[O:25])/[C:20](=O)[O:19]1. (3) Given the product [CH3:28][O:29][CH2:30][CH:31]([NH:11][C:10]1[N:2]([CH3:1])[N:3]=[C:4]2[C:9]=1[CH2:8][CH2:7][CH2:6][N:5]2[C:12]1[C:17]([CH3:18])=[CH:16][C:15]([CH3:19])=[CH:14][C:13]=1[CH3:20])[CH2:32][CH3:33], predict the reactants needed to synthesize it. The reactants are: [CH3:1][N:2]1[C:10]([NH2:11])=[C:9]2[C:4]([N:5]([C:12]3[C:17]([CH3:18])=[CH:16][C:15]([CH3:19])=[CH:14][C:13]=3[CH3:20])[CH2:6][CH2:7][CH2:8]2)=[N:3]1.CCN(CC)CC.[CH3:28][O:29][CH2:30][C:31](=O)[CH2:32][CH3:33].C1(C)C=CC=CC=1.[BH3-]C#N.[Na+]. (4) Given the product [CH2:42]([C:30]1[CH:29]=[C:28]([C:27]#[C:26][C:23]2[CH:24]=[CH:25][C:20]([CH2:19][C:18]([OH:46])=[O:17])=[CH:21][CH:22]=2)[CH:41]=[C:32]2[C:31]=1[O:38][C:35]([CH3:36])([CH3:37])[CH2:34][C:33]2([CH3:40])[CH3:39])[CH3:43], predict the reactants needed to synthesize it. The reactants are: C12(C=CC3C=C(C(O)=O)C=CC=3O1)CC2.C[O:17][C:18](=[O:46])[CH2:19][C:20]1[CH:25]=[CH:24][C:23]([C:26]#[C:27][C:28]2[CH:29]=[C:30]([CH:42]3C[CH2:43]3)[C:31]3[O:38][C:35]4([CH2:37][CH2:36]4)[CH2:34][C:33]([CH3:40])([CH3:39])[C:32]=3[CH:41]=2)=[CH:22][C:21]=1F.C(OC1C=CC(O)=CC=1C(C)(C)C)(=O)C.C(OC(=O)CC1C=CC(O)=CC=1)(C)(C)C.Cl.CN(C)CCCN=C=NCC.